This data is from Reaction yield outcomes from USPTO patents with 853,638 reactions. The task is: Predict the reaction yield, written as a fraction of the theoretical maximum amount of product (1.0 means a 100% yield; for example, 0.34 means a 34% yield). The reactants are CO[C:3]1[CH2:9][CH2:8][NH:7][CH:6]([C:10]([O:12][C:13]([CH3:16])([CH3:15])[CH3:14])=[O:11])[CH2:5][N:4]=1.[C:17](#[N:21])[CH2:18][C:19]#[N:20]. The catalyst is C(O)C.C1(C)C=CC=CC=1. The product is [C:19]([C:18]([C:17]#[N:21])=[C:3]1[CH:9]=[CH:8][N:7]=[C:6]([C:10]([O:12][C:13]([CH3:16])([CH3:15])[CH3:14])=[O:11])[CH:5]=[N:4]1)#[N:20]. The yield is 0.190.